From a dataset of Forward reaction prediction with 1.9M reactions from USPTO patents (1976-2016). Predict the product of the given reaction. (1) Given the reactants [N:1]1[CH:6]=[CH:5][C:4]([C:7]2[C:8](=[O:17])[NH:9][C:10]3[C:15]([CH:16]=2)=[CH:14][CH:13]=[CH:12][CH:11]=3)=[CH:3][CH:2]=1.[ClH:18], predict the reaction product. The product is: [ClH:18].[NH:1]1[CH2:2][CH2:3][CH:4]([CH:7]2[CH2:16][C:15]3[C:10](=[CH:11][CH:12]=[CH:13][CH:14]=3)[NH:9][C:8]2=[O:17])[CH2:5][CH2:6]1. (2) Given the reactants [CH:1]1([C:4]([OH:6])=O)[CH2:3][CH2:2]1.[CH3:7][NH:8][C@H:9]1[CH2:28][N:13]2[C:14]3[C:19]([C:20]([CH2:21][C:22]([O:24]CCC)=[O:23])=[C:12]2[CH2:11][CH2:10]1)=[CH:18][CH:17]=[CH:16][CH:15]=3, predict the reaction product. The product is: [CH:1]1([C:4]([N:8]([CH3:7])[C@H:9]2[CH2:28][N:13]3[C:14]4[C:19]([C:20]([CH2:21][C:22]([OH:24])=[O:23])=[C:12]3[CH2:11][CH2:10]2)=[CH:18][CH:17]=[CH:16][CH:15]=4)=[O:6])[CH2:3][CH2:2]1. (3) Given the reactants [O:1]=[C:2]1[CH:11]=[CH:10][C:9]2[C:4](=[CH:5][C:6]([O:12][CH2:13][CH2:14][CH2:15][CH2:16][CH2:17][CH2:18][O:19][C:20](=[O:49])[C:21]3[CH:47]=[C:46]([OH:48])[CH:45]=[C:23]([C:24]([O:26][CH2:27][CH2:28][CH2:29][CH2:30][CH2:31][CH2:32][O:33][C:34]4[CH:43]=[C:42]5[C:37]([CH:38]=[CH:39][C:40](=[O:44])[O:41]5)=[CH:36][CH:35]=4)=[O:25])[CH:22]=3)=[CH:7][CH:8]=2)[O:3]1.[Cl:50][CH2:51][CH2:52][CH2:53][CH2:54]O.C1(P(C2C=CC=CC=2)C2C=CC=CC=2)C=CC=CC=1.C(OC(N=NC(OCC)=O)=O)C, predict the reaction product. The product is: [O:1]=[C:2]1[CH:11]=[CH:10][C:9]2[C:4](=[CH:5][C:6]([O:12][CH2:13][CH2:14][CH2:15][CH2:16][CH2:17][CH2:18][O:19][C:20](=[O:49])[C:21]3[CH:47]=[C:46]([O:48][CH2:54][CH2:53][CH2:52][CH2:51][Cl:50])[CH:45]=[C:23]([C:24]([O:26][CH2:27][CH2:28][CH2:29][CH2:30][CH2:31][CH2:32][O:33][C:34]4[CH:43]=[C:42]5[C:37]([CH:38]=[CH:39][C:40](=[O:44])[O:41]5)=[CH:36][CH:35]=4)=[O:25])[CH:22]=3)=[CH:7][CH:8]=2)[O:3]1. (4) The product is: [CH2:1]([C@H:8]1[CH2:9][N:10]([CH2:14][C:15]2[CH:20]=[CH:19][C:18]([C:21]3[CH:26]=[C:25]([CH3:27])[CH:24]=[CH:23][C:22]=3[Cl:28])=[CH:17][CH:16]=2)[CH2:11][CH2:12][N:13]1[C:29](=[O:31])[CH3:30])[C:2]1[CH:7]=[CH:6][CH:5]=[CH:4][CH:3]=1. Given the reactants [CH2:1]([C@@H:8]1[NH:13][CH2:12][CH2:11][N:10]([CH2:14][C:15]2[CH:20]=[CH:19][C:18]([C:21]3[CH:26]=[C:25]([CH3:27])[CH:24]=[CH:23][C:22]=3[Cl:28])=[CH:17][CH:16]=2)[CH2:9]1)[C:2]1[CH:7]=[CH:6][CH:5]=[CH:4][CH:3]=1.[C:29](Cl)(=[O:31])[CH3:30].C(N(CC)C(C)C)(C)C, predict the reaction product. (5) Given the reactants CC1(C)COB([C:8]2[CH:13]=[CH:12][C:11]([O:14][CH:15]3[CH2:18][O:17][CH2:16]3)=[CH:10][CH:9]=2)OC1.Br[C:21]1[CH:22]=[C:23]2[C:27](=[CH:28][C:29]=1[Cl:30])[NH:26][CH:25]=[C:24]2[CH:31]=[O:32].C(=O)([O-])[O-].[K+].[K+].C1(C)C=CC=CC=1, predict the reaction product. The product is: [Cl:30][C:29]1[CH:28]=[C:27]2[C:23]([C:24]([CH:31]=[O:32])=[CH:25][NH:26]2)=[CH:22][C:21]=1[C:8]1[CH:9]=[CH:10][C:11]([O:14][CH:15]2[CH2:16][O:17][CH2:18]2)=[CH:12][CH:13]=1. (6) Given the reactants Cl[C:2]1[N:7]=[C:6]([NH:8][C:9]2[CH:14]=[CH:13][CH:12]=[CH:11][C:10]=2[S:15]([CH:18]([CH3:20])[CH3:19])(=[O:17])=[O:16])[C:5]([Cl:21])=[CH:4][N:3]=1.[CH3:22][P:23]([C:26]1[N:31]=[C:30]([O:32][CH3:33])[C:29]([NH2:34])=[CH:28][CH:27]=1)([CH3:25])=[O:24].Cl.[OH-].[Na+], predict the reaction product. The product is: [Cl:21][C:5]1[C:6]([NH:8][C:9]2[CH:14]=[CH:13][CH:12]=[CH:11][C:10]=2[S:15]([CH:18]([CH3:20])[CH3:19])(=[O:17])=[O:16])=[N:7][C:2]([NH:34][C:29]2[C:30]([O:32][CH3:33])=[N:31][C:26]([P:23]([CH3:22])([CH3:25])=[O:24])=[CH:27][CH:28]=2)=[N:3][CH:4]=1. (7) Given the reactants [CH2:1]([NH:3][C:4]1[CH:9]=[C:8]([O:10][CH3:11])[CH:7]=[CH:6][C:5]=1[C@@H:12]1[CH2:21][CH2:20][C:19]2[CH:18]=[C:17]([O:22]C(=O)C(C)(C)C)[CH:16]=[CH:15][C:14]=2[CH2:13]1)[CH3:2].Cl.[N:30]1([CH2:37][CH2:38][O:39][C:40]2[CH:48]=[CH:47][C:43]([C:44](O)=O)=[CH:42][N:41]=2)[CH2:36][CH2:35][CH2:34][CH2:33][CH2:32][CH2:31]1, predict the reaction product. The product is: [N:30]1([CH2:37][CH2:38][O:39][C:40]2[N:41]=[CH:42][C:43]([CH2:44][N:3]([CH2:1][CH3:2])[C:4]3[CH:9]=[C:8]([O:10][CH3:11])[CH:7]=[CH:6][C:5]=3[C@@H:12]3[CH2:21][CH2:20][C:19]4[CH:18]=[C:17]([OH:22])[CH:16]=[CH:15][C:14]=4[CH2:13]3)=[CH:47][CH:48]=2)[CH2:36][CH2:35][CH2:34][CH2:33][CH2:32][CH2:31]1. (8) Given the reactants [CH2:1]([O:4][C:5]1[CH:6]=[C:7]([OH:12])[CH:8]=[CH:9][C:10]=1[Br:11])[CH:2]=[CH2:3].[C:13]([O-:16])([O-])=O.[K+].[K+], predict the reaction product. The product is: [CH2:1]([O:4][C:5]1[CH:6]=[C:7]([CH:8]=[CH:9][C:10]=1[Br:11])[O:12][C:5]1[CH:6]=[CH:7][C:8]([CH:13]=[O:16])=[CH:9][CH:10]=1)[CH:2]=[CH2:3].